From a dataset of Forward reaction prediction with 1.9M reactions from USPTO patents (1976-2016). Predict the product of the given reaction. (1) Given the reactants [C:1]([C:5]1[N:6]=[C:7]([NH:10]C(=O)OC(C)(C)C)[S:8][CH:9]=1)(=[O:4])[CH2:2][CH3:3].FC(F)(F)C(O)=O, predict the reaction product. The product is: [NH2:10][C:7]1[S:8][CH:9]=[C:5]([C:1](=[O:4])[CH2:2][CH3:3])[N:6]=1. (2) Given the reactants [CH3:1][O:2][C:3](=[O:7])[C@H:4]([OH:6])[CH3:5].[O:8]1[CH:13]=[CH:12][CH2:11][CH2:10][CH2:9]1.C12(CS(O)(=O)=O)C(C)(C)C(CC1)CC2=O, predict the reaction product. The product is: [CH3:1][O:2][C:3](=[O:7])[C@H:4]([O:6][CH:9]1[CH2:10][CH2:11][CH2:12][CH2:13][O:8]1)[CH3:5]. (3) Given the reactants C(O[C:6]([C:8]1[N:9]=[C:10]([C:28]#[N:29])[C:11]2[C:16]([C:17]=1[OH:18])=[CH:15][C:14]([O:19][C:20]1[C:25]([CH3:26])=[CH:24][CH:23]=[CH:22][C:21]=1[CH3:27])=[CH:13][CH:12]=2)=[O:7])CCC.[NH2:30][CH2:31][CH2:32][CH2:33][C:34]([OH:36])=[O:35].C[O-].[Na+], predict the reaction product. The product is: [C:28]([C:10]1[C:11]2[C:16](=[CH:15][C:14]([O:19][C:20]3[C:25]([CH3:26])=[CH:24][CH:23]=[CH:22][C:21]=3[CH3:27])=[CH:13][CH:12]=2)[C:17]([OH:18])=[C:8]([C:6]([NH:30][CH2:31][CH2:32][CH2:33][C:34]([OH:36])=[O:35])=[O:7])[N:9]=1)#[N:29]. (4) Given the reactants Cl.[CH2:2]([O:9][C:10]1[CH:19]=[CH:18][CH:17]=[C:16]2[C:11]=1[CH2:12][CH2:13][CH2:14][CH:15]2[C:20]([N:22]([C:29]1[CH:30]=[N:31][C:32]([CH:35]([CH3:37])[CH3:36])=[CH:33][CH:34]=1)[CH2:23][C:24]1[CH:25]=[N:26][NH:27][CH:28]=1)=[O:21])[C:3]1[CH:8]=[CH:7][CH:6]=[CH:5][CH:4]=1.[Cl:38][C:39]1[CH:46]=[CH:45][CH:44]=[CH:43][C:40]=1[CH2:41]Cl, predict the reaction product. The product is: [CH2:2]([O:9][C:10]1[CH:19]=[CH:18][CH:17]=[C:16]2[C:11]=1[CH2:12][CH2:13][CH2:14][CH:15]2[C:20]([N:22]([CH2:23][C:24]1[CH:25]=[N:26][N:27]([CH2:41][C:40]2[CH:43]=[CH:44][CH:45]=[CH:46][C:39]=2[Cl:38])[CH:28]=1)[C:29]1[CH:30]=[N:31][C:32]([CH:35]([CH3:37])[CH3:36])=[CH:33][CH:34]=1)=[O:21])[C:3]1[CH:8]=[CH:7][CH:6]=[CH:5][CH:4]=1. (5) Given the reactants [OH:1][CH:2]1[CH2:6][CH2:5][CH2:4][C:3]1([CH2:12][CH3:13])[C:7]([O:9][CH2:10][CH3:11])=[O:8].C(Cl)Cl.[C:17](Cl)(=[O:24])[C:18]1[CH:23]=[CH:22][CH:21]=[CH:20][CH:19]=1, predict the reaction product. The product is: [CH2:12]([C:3]1([C:7]([O:9][CH2:10][CH3:11])=[O:8])[CH2:4][CH2:5][CH2:6][CH:2]1[O:1][C:17](=[O:24])[C:18]1[CH:23]=[CH:22][CH:21]=[CH:20][CH:19]=1)[CH3:13]. (6) The product is: [Cl:1][C:2]1[C:10]([Cl:11])=[C:9]([Cl:12])[CH:8]=[CH:7][C:3]=1[C:4]([CH2:30][C:29]([O:28][CH2:26][CH3:27])=[O:34])=[O:6]. Given the reactants [Cl:1][C:2]1[C:10]([Cl:11])=[C:9]([Cl:12])[CH:8]=[CH:7][C:3]=1[C:4]([OH:6])=O.C(N1C=CN=C1)(N1C=CN=C1)=O.[K+].[CH2:26]([O:28][C:29](=[O:34])[CH2:30]C([O-])=O)[CH3:27].C(N(CC)CC)C.[Cl-].[Mg+2].[Cl-].C(O)(=O)CC(CC(O)=O)(C(O)=O)O, predict the reaction product.